This data is from Experimentally validated miRNA-target interactions with 360,000+ pairs, plus equal number of negative samples. The task is: Binary Classification. Given a miRNA mature sequence and a target amino acid sequence, predict their likelihood of interaction. (1) The miRNA is mmu-let-7g-5p with sequence UGAGGUAGUAGUUUGUACAGUU. The protein sequence of the target gene is MAGAIASRMSFSSLKRKQPKTFTVRIVTMDAEMEFNCEMKWKGKDLFDLVCRTLGLRETWFFGLQYTIKDTVAWLKMDKKVLDHDVSKEEPVTFHFLAKFYPENAEEELVQEITQHLFFLQVKKQILDEKVYCPPEASVLLASYAVQAKYGDYDPSVHKRGFLAQEELLPKRVINLYQMTPEMWEERITAWYAEHRGRARDEAEMEYLKIAQDLEMYGVNYFTIRNKKGTELLLGVDALGLHIYDPENRLTPKISFPWNEIRNISYSDKEFTIKPLDKKIDVFKFNSSKLRVNKLILQLC.... Result: 1 (interaction). (2) The miRNA is hsa-miR-3915 with sequence UUGAGGAAAAGAUGGUCUUAUU. The protein sequence of the target gene is MAAAAPNAGGSAPETAGSAEAPLQYSLLLQYLVGDKRQPRLLEPGSLGGIPSPAKSEEQKMIEKAMESCAFKAALACVGGFVLGGAFGVFTAGIDTNVGFDPKDPYRTPTAKEVLKDMGQRGMSYAKNFAIVGAMFSCTECLIESYRGTSDWKNSVISGCITGGAIGFRAGLKAGAIGCGGFAAFSAAIDYYLR. Result: 1 (interaction). (3) The miRNA is hsa-miR-3180-5p with sequence CUUCCAGACGCUCCGCCCCACGUCG. The protein sequence of the target gene is MPGKLKVKIVAGRHLPVMDRASDLTDAFVEVKFGNTTFKTDVYLKSLNPQWNSEWFKFEVDDEDLQDEPLQITVLDHDTYSANDAIGKVYIDIDPLLYSEAATVISGWFPIYDTIHGIRGEINVVVKVDLFNDLNRFRQSSCGVKFFCTTSIPKCYRAVIIHGFVEELVVNEDPEYQWIDRIRTPRASNEARQRLISLMSGELQRKIGLKVLEMRGNAVVGYLQCFDLEGESGLVVRAIGTACTLDKLSSPAAFLPACNSPSKEMKEIPFNEDPNPNTHSSGPSTPLKNQTYSFSPSKSY.... Result: 1 (interaction).